This data is from Forward reaction prediction with 1.9M reactions from USPTO patents (1976-2016). The task is: Predict the product of the given reaction. (1) Given the reactants CS(O)(=O)=O.[CH3:6][O:7][C:8]1[CH:9]=[C:10]2[C:15](=[CH:16][CH:17]=1)[C:14](=[O:18])[CH:13]([CH2:19][C:20]([OH:22])=[O:21])[CH2:12][CH2:11]2.[CH2:23](O)[CH3:24], predict the reaction product. The product is: [CH3:6][O:7][C:8]1[CH:9]=[C:10]2[C:15](=[CH:16][CH:17]=1)[C:14](=[O:18])[CH:13]([CH2:19][C:20]([O:22][CH2:23][CH3:24])=[O:21])[CH2:12][CH2:11]2. (2) Given the reactants [Cl:1][C:2]1[CH:3]=[CH:4][C:5]2[O:9][C:8]([CH:10]([NH:15][C:16]3[CH:21]=[CH:20][C:19]([C:22]([NH:24][CH2:25][CH2:26][C:27]([O:29]CC)=[O:28])=[O:23])=[CH:18][CH:17]=3)[CH2:11][CH:12]([CH3:14])[CH3:13])=[C:7]([CH3:32])[C:6]=2[CH:33]=1.O1CCCC1.[OH-].[Na+], predict the reaction product. The product is: [Cl:1][C:2]1[CH:3]=[CH:4][C:5]2[O:9][C:8]([CH:10]([NH:15][C:16]3[CH:21]=[CH:20][C:19]([C:22]([NH:24][CH2:25][CH2:26][C:27]([OH:29])=[O:28])=[O:23])=[CH:18][CH:17]=3)[CH2:11][CH:12]([CH3:14])[CH3:13])=[C:7]([CH3:32])[C:6]=2[CH:33]=1. (3) Given the reactants [F:1][C:2]1[CH:3]=[C:4]([C:9]2[CH:14]=[CH:13][CH:12]=[CH:11][C:10]=2[S:15]([CH3:18])(=[O:17])=[O:16])[CH:5]=[CH:6][C:7]=1[NH2:8].[C:19]([O-:22])(O)=O.[Na+].[Cl-].[C:25](OCC)(=O)[CH3:26], predict the reaction product. The product is: [F:1][C:2]1[CH:3]=[C:4]([C:9]2[CH:14]=[CH:13][CH:12]=[CH:11][C:10]=2[S:15]([CH3:18])(=[O:17])=[O:16])[CH:5]=[CH:6][C:7]=1[NH:8][C:19](=[O:22])[CH:25]=[CH2:26]. (4) The product is: [CH3:1][C:2]1[N:7]=[CH:6][C:5]([CH2:8][OH:9])=[CH:4][CH:3]=1. Given the reactants [CH3:1][C:2]1[N:7]=[CH:6][C:5]([C:8](OC)=[O:9])=[CH:4][CH:3]=1.[H-].[Al+3].[Li+].[H-].[H-].[H-], predict the reaction product. (5) The product is: [N:6]1([C:11]2[N:12]=[C:13]([N:23]3[CH2:24][CH2:25][O:26][CH2:27][CH2:28]3)[C:14]3[N:20]=[C:19]([CH2:21][O:22][CH3:29])[CH:18]=[CH:17][C:15]=3[N:16]=2)[CH:10]=[CH:9][N:8]=[CH:7]1. Given the reactants CS(Cl)(=O)=O.[N:6]1([C:11]2[N:12]=[C:13]([N:23]3[CH2:28][CH2:27][O:26][CH2:25][CH2:24]3)[C:14]3[N:20]=[C:19]([CH2:21][OH:22])[CH:18]=[CH:17][C:15]=3[N:16]=2)[CH:10]=[CH:9][N:8]=[CH:7]1.[CH3:29]CN(C(C)C)C(C)C, predict the reaction product. (6) Given the reactants [Br:1][C:2]1[CH:3]=[C:4]([CH2:8][CH2:9][OH:10])[CH:5]=[CH:6][CH:7]=1.CC(OI1(OC(C)=O)(OC(C)=O)OC(=O)C2C=CC=CC1=2)=O, predict the reaction product. The product is: [Br:1][C:2]1[CH:3]=[C:4]([CH2:8][CH:9]=[O:10])[CH:5]=[CH:6][CH:7]=1. (7) Given the reactants [CH3:1][O:2][C:3]1[CH:4]=[C:5]([CH:8]=[CH:9][C:10]=1[N:11]1[CH:15]=[C:14]([CH3:16])[N:13]=[CH:12]1)[CH:6]=O.N1CCCCC1.[F:23][C:24]1[CH:29]=[CH:28][C:27]([C@@H:30]([N:32]2[CH2:37][CH2:36][CH2:35][CH:34](C(O)=O)[C:33]2=[O:41])[CH3:31])=[CH:26][CH:25]=1.O, predict the reaction product. The product is: [F:23][C:24]1[CH:25]=[CH:26][C:27]([C@@H:30]([N:32]2[CH2:37][CH2:36][CH2:35]/[C:34](=[CH:6]\[C:5]3[CH:8]=[CH:9][C:10]([N:11]4[CH:15]=[C:14]([CH3:16])[N:13]=[CH:12]4)=[C:3]([O:2][CH3:1])[CH:4]=3)/[C:33]2=[O:41])[CH3:31])=[CH:28][CH:29]=1.